From a dataset of Forward reaction prediction with 1.9M reactions from USPTO patents (1976-2016). Predict the product of the given reaction. (1) Given the reactants Cl.[NH2:2][CH2:3][C:4]1[CH:12]=[CH:11][CH:10]=[C:9]2[C:5]=1[C:6](=[O:22])[N:7]([CH:14]1[CH2:19][CH2:18][C:17](=[O:20])[NH:16][C:15]1=[O:21])[C:8]2=[O:13].N12CCCN=C1CCCCC2.ON1C2C=CC=CC=2N=N1.[F:44][C:45]1[CH:50]=[CH:49][CH:48]=[CH:47][C:46]=1[CH2:51][C:52](O)=[O:53].Cl.CN(C)CCCN=C=NCC, predict the reaction product. The product is: [O:21]=[C:15]1[CH:14]([N:7]2[C:6](=[O:22])[C:5]3[C:9](=[CH:10][CH:11]=[CH:12][C:4]=3[CH2:3][NH:2][C:52](=[O:53])[CH2:51][C:46]3[CH:47]=[CH:48][CH:49]=[CH:50][C:45]=3[F:44])[C:8]2=[O:13])[CH2:19][CH2:18][C:17](=[O:20])[NH:16]1. (2) Given the reactants [Br:1][C:2]1[CH:3]=[C:4]([Cl:18])[C:5]2[NH:6][C:7]3[C:12]([S:13][C:14]=2[CH:15]=1)=[CH:11][C:10]([Br:16])=[CH:9][C:8]=3[Cl:17].[CH3:19][C:20]([O:23][C:24](O[C:24]([O:23][C:20]([CH3:22])([CH3:21])[CH3:19])=[O:25])=[O:25])([CH3:22])[CH3:21], predict the reaction product. The product is: [Br:1][C:2]1[CH:3]=[C:4]([Cl:18])[C:5]2[N:6]([C:24]([O:23][C:20]([CH3:22])([CH3:21])[CH3:19])=[O:25])[C:7]3[C:12]([S:13][C:14]=2[CH:15]=1)=[CH:11][C:10]([Br:16])=[CH:9][C:8]=3[Cl:17]. (3) Given the reactants C([O:3][C:4]([C:6]1[C:7]2[CH2:8][C@@H:9]3[CH2:20][C@@H:10]3[C:11]=2[N:12]([C:14]2[CH:19]=[N:18][CH:17]=[CH:16][N:15]=2)[N:13]=1)=[O:5])C.[OH-].[Na+], predict the reaction product. The product is: [N:15]1[CH:16]=[CH:17][N:18]=[CH:19][C:14]=1[N:12]1[C:11]2[C@H:10]3[CH2:20][C@H:9]3[CH2:8][C:7]=2[C:6]([C:4]([OH:5])=[O:3])=[N:13]1. (4) Given the reactants [CH2:1]([O:8][C:9]1[CH:14]=[CH:13][C:12]([CH2:15][C@H:16]([NH:19][CH3:20])[CH2:17][OH:18])=[CH:11][CH:10]=1)[C:2]1[CH:7]=[CH:6][CH:5]=[CH:4][CH:3]=1.CCN(CC)CC.Br[CH2:29][C:30]([O:32][C:33]([CH3:36])([CH3:35])[CH3:34])=[O:31], predict the reaction product. The product is: [CH2:1]([O:8][C:9]1[CH:14]=[CH:13][C:12]([CH2:15][C@H:16]([N:19]([CH3:20])[CH2:29][C:30]([O:32][C:33]([CH3:36])([CH3:35])[CH3:34])=[O:31])[CH2:17][OH:18])=[CH:11][CH:10]=1)[C:2]1[CH:3]=[CH:4][CH:5]=[CH:6][CH:7]=1. (5) Given the reactants CC(C)([O-])C.[K+].[N+:7]([C:10]1[S:11][CH:12]=[CH:13][CH:14]=1)([O-:9])=[O:8].Cl[CH2:16][C:17]([O:19][CH2:20][CH3:21])=[O:18], predict the reaction product. The product is: [N+:7]([C:10]1[S:11][CH:12]=[CH:13][C:14]=1[CH2:16][C:17]([O:19][CH2:20][CH3:21])=[O:18])([O-:9])=[O:8].